From a dataset of Catalyst prediction with 721,799 reactions and 888 catalyst types from USPTO. Predict which catalyst facilitates the given reaction. (1) Reactant: [F:1][C:2]1[CH:7]=[CH:6][C:5]([CH2:8][CH2:9][C:10]([N:12]2[CH2:21][CH2:20][CH:19]3[CH:14]([CH:15]([NH:22]C(=O)OC(C)(C)C)[CH2:16][CH2:17][CH2:18]3)[CH2:13]2)=O)=[CH:4][CH:3]=1.B.Cl. Product: [F:1][C:2]1[CH:3]=[CH:4][C:5]([CH2:8][CH2:9][CH2:10][N:12]2[CH2:21][CH2:20][CH:19]3[CH:14]([CH:15]([NH2:22])[CH2:16][CH2:17][CH2:18]3)[CH2:13]2)=[CH:6][CH:7]=1. The catalyst class is: 7. (2) Reactant: [NH:1]([C:115]([CH3:117])=[O:116])[C@H:2]([C:10]([NH:12][C@H:13]([C:18]([NH:20][C@H:21]([C:26]([NH:28][C@H:29]([C:34]([NH:36][C@H:37]([C:45]([NH:47][C@H:48]([C:53]([NH:55][C@H:56]([C:58]([NH:60][C@H:61]([C:66]([NH:68][C@H:69]([C:77]([NH:79][C@H:80]([C:85]([NH:87][C@H:88]([C:93]([NH:95][C@H:96]([C:101]([NH:103][C@H:104]([C:112]([NH2:114])=[O:113])[CH2:105][CH2:106][CH2:107][NH:108][C:109](=[NH:111])[NH2:110])=[O:102])[CH2:97][CH:98]([CH3:100])[CH3:99])=[O:94])[CH2:89][C:90](=[O:92])[OH:91])=[O:86])[CH2:81][CH:82]([CH3:84])[CH3:83])=[O:78])[CH2:70][CH2:71][CH2:72][NH:73][C:74](=[NH:76])[NH2:75])=[O:67])[CH2:62][CH:63]([CH3:65])[CH3:64])=[O:59])[CH3:57])=[O:54])[CH2:49][CH:50]([CH3:52])[CH3:51])=[O:46])[CH2:38][CH2:39][CH2:40][NH:41][C:42](=[NH:44])[NH2:43])=[O:35])[CH2:30][CH:31]([CH3:33])[CH3:32])=[O:27])[CH2:22][C:23](=[O:25])[OH:24])=[O:19])[CH2:14][CH:15]([CH3:17])[CH3:16])=[O:11])[CH2:3][CH2:4][CH2:5][NH:6][C:7](=[NH:9])[NH2:8].[ClH:118].C1COCC1. Product: [NH:1]([C:115]([CH3:117])=[O:116])[C@H:2]([C:10]([NH:12][C@H:13]([C:18]([NH:20][C@H:21]([C:26]([NH:28][C@H:29]([C:34]([NH:36][C@H:37]([C:45]([NH:47][C@H:48]([C:53]([NH:55][C@H:56]([C:58]([NH:60][C@H:61]([C:66]([NH:68][C@H:69]([C:77]([NH:79][C@H:80]([C:85]([NH:87][C@H:88]([C:93]([NH:95][C@H:96]([C:101]([NH:103][C@H:104]([C:112]([NH2:114])=[O:113])[CH2:105][CH2:106][CH2:107][NH:108][C:109](=[NH:110])[NH2:111])=[O:102])[CH2:97][CH:98]([CH3:99])[CH3:100])=[O:94])[CH2:89][C:90](=[O:91])[OH:92])=[O:86])[CH2:81][CH:82]([CH3:83])[CH3:84])=[O:78])[CH2:70][CH2:71][CH2:72][NH:73][C:74](=[NH:75])[NH2:76])=[O:67])[CH2:62][CH:63]([CH3:65])[CH3:64])=[O:59])[CH3:57])=[O:54])[CH2:49][CH:50]([CH3:52])[CH3:51])=[O:46])[CH2:38][CH2:39][CH2:40][NH:41][C:42](=[NH:43])[NH2:44])=[O:35])[CH2:30][CH:31]([CH3:33])[CH3:32])=[O:27])[CH2:22][C:23](=[O:24])[OH:25])=[O:19])[CH2:14][CH:15]([CH3:16])[CH3:17])=[O:11])[CH2:3][CH2:4][CH2:5][NH:6][C:7](=[NH:8])[NH2:9].[ClH:118].[ClH:118].[ClH:118].[ClH:118]. The catalyst class is: 237. (3) Reactant: [CH3:1][O:2][C:3]([C:5]1[C:10]([NH:11][S:12]([CH2:15][C:16](OC)=O)(=[O:14])=[O:13])=[N:9][CH:8]=[CH:7][N:6]=1)=[O:4].C(N(CC)C(C)C)(C)C.FC(F)COS([C:36]([F:39])([F:38])F)(=O)=O. Product: [CH3:1][O:2][C:3]([C:5]1[C:10]([N:11]([C:3]([O:2][CH3:1])=[O:4])[S:12]([CH2:15][CH2:16][CH:36]([F:38])[F:39])(=[O:13])=[O:14])=[N:9][CH:8]=[CH:7][N:6]=1)=[O:4]. The catalyst class is: 10. (4) Reactant: [CH2:1]([N:8]1[CH:17]=[C:16]([CH2:18][C:19]2[C:27]3[C:22](=[CH:23][CH:24]=[C:25]([F:28])[CH:26]=3)[N:21]([CH2:29][C:30]([O:32]C)=[O:31])[C:20]=2[CH3:34])[C:15]2[C:10](=[CH:11][CH:12]=[CH:13][CH:14]=2)[C:9]1=[O:35])[C:2]1[CH:7]=[CH:6][CH:5]=[CH:4][CH:3]=1.C1COCC1.[OH-].[Li+].Cl. Product: [CH2:1]([N:8]1[CH:17]=[C:16]([CH2:18][C:19]2[C:27]3[C:22](=[CH:23][CH:24]=[C:25]([F:28])[CH:26]=3)[N:21]([CH2:29][C:30]([OH:32])=[O:31])[C:20]=2[CH3:34])[C:15]2[C:10](=[CH:11][CH:12]=[CH:13][CH:14]=2)[C:9]1=[O:35])[C:2]1[CH:3]=[CH:4][CH:5]=[CH:6][CH:7]=1. The catalyst class is: 72. (5) Reactant: Cl[C:2]1[CH:11]=[C:10]2[C:5]([N:6]=[CH:7][C:8]([NH:12][C@H:13]3[CH2:16][C@H:15]([N:17]4[C:21]5=[N:22][CH:23]=[CH:24][CH:25]=[C:20]5[N:19]=[C:18]4[O:26][CH3:27])[CH2:14]3)=[N:9]2)=[CH:4][CH:3]=1. Product: [CH3:27][O:26][C:18]1[N:17]([C@H:15]2[CH2:16][C@H:13]([NH:12][C:8]3[CH2:7][NH:6][C:5]4[C:10](=[CH:11][CH:2]=[CH:3][CH:4]=4)[N:9]=3)[CH2:14]2)[C:21]2=[N:22][CH:23]=[CH:24][CH:25]=[C:20]2[N:19]=1. The catalyst class is: 43. (6) Reactant: [C:1]([O-:4])(=[O:3])[CH3:2].[C:5]([O-:8])(=[O:7])[CH3:6].[C:9]([O-:12])(=[O:11])[CH3:10].C([O-])(=O)C.[Pb+4:17].[CH3:18][C:19]1[C:24](B(O)O)=[C:23]([CH3:28])[CH:22]=[C:21]([C:29]2[CH:34]=[CH:33][CH:32]=[CH:31][CH:30]=2)[CH:20]=1. Product: [C:1]([O-:4])(=[O:3])[CH3:2].[C:5]([O-:8])(=[O:7])[CH3:6].[C:9]([O-:12])(=[O:11])[CH3:10].[CH3:18][C:19]1[C:24]([Pb+3:17])=[C:23]([CH3:28])[CH:22]=[C:21]([C:29]2[CH:34]=[CH:33][CH:32]=[CH:31][CH:30]=2)[CH:20]=1. The catalyst class is: 22. (7) Reactant: [F:1][C:2]([F:27])([F:26])[C:3]1[CH:21]=[C:20]([C:22]([F:25])([F:24])[F:23])[CH:19]=[CH:18][C:4]=1[CH2:5][N:6]1[C:14]2[C:9](=[CH:10][C:11]([CH:15]=[O:16])=[CH:12][CH:13]=2)[C:8](I)=[N:7]1.[C:28]([Cu])#[N:29]. Product: [F:1][C:2]([F:27])([F:26])[C:3]1[CH:21]=[C:20]([C:22]([F:25])([F:24])[F:23])[CH:19]=[CH:18][C:4]=1[CH2:5][N:6]1[C:14]2[C:9](=[CH:10][C:11]([CH:15]=[O:16])=[CH:12][CH:13]=2)[C:8]([C:28]#[N:29])=[N:7]1. The catalyst class is: 3.